The task is: Predict the product of the given reaction.. This data is from Forward reaction prediction with 1.9M reactions from USPTO patents (1976-2016). (1) Given the reactants [CH3:1][O:2][C:3]1[CH:4]=[C:5]([C:11]2[NH:15][N:14]=[C:13]([CH3:16])[C:12]=2[NH2:17])[CH:6]=[CH:7][C:8]=1[O:9][CH3:10].[N:18]1[CH:23]=[CH:22][CH:21]=[CH:20][C:19]=1[C:24](Cl)=[O:25], predict the reaction product. The product is: [CH3:1][O:2][C:3]1[CH:4]=[C:5]([C:11]2[NH:15][N:14]=[C:13]([CH3:16])[C:12]=2[NH:17][C:24]([C:19]2[CH:20]=[CH:21][CH:22]=[CH:23][N:18]=2)=[O:25])[CH:6]=[CH:7][C:8]=1[O:9][CH3:10]. (2) Given the reactants [Cl:1][C:2]1[C:3]([O:12][C:13]2[CH:18]=[C:17]([O:19]COC)[CH:16]=[CH:15][C:14]=2/[CH:23]=[CH:24]/[C:25]([O:27][CH2:28][CH3:29])=[O:26])=[N:4][CH:5]=[C:6]([C:8]([F:11])([F:10])[F:9])[CH:7]=1, predict the reaction product. The product is: [Cl:1][C:2]1[C:3]([O:12][C:13]2[CH:18]=[C:17]([OH:19])[CH:16]=[CH:15][C:14]=2[CH2:23][CH2:24][C:25]([O:27][CH2:28][CH3:29])=[O:26])=[N:4][CH:5]=[C:6]([C:8]([F:10])([F:9])[F:11])[CH:7]=1.